This data is from NCI-60 drug combinations with 297,098 pairs across 59 cell lines. The task is: Regression. Given two drug SMILES strings and cell line genomic features, predict the synergy score measuring deviation from expected non-interaction effect. (1) Drug 1: C1CN1P(=S)(N2CC2)N3CC3. Drug 2: CC1CCCC2(C(O2)CC(NC(=O)CC(C(C(=O)C(C1O)C)(C)C)O)C(=CC3=CSC(=N3)C)C)C. Synergy scores: CSS=72.0, Synergy_ZIP=-2.58, Synergy_Bliss=-3.60, Synergy_Loewe=-1.44, Synergy_HSA=1.43. Cell line: HCT116. (2) Drug 1: CNC(=O)C1=CC=CC=C1SC2=CC3=C(C=C2)C(=NN3)C=CC4=CC=CC=N4. Drug 2: CC1C(C(CC(O1)OC2CC(CC3=C2C(=C4C(=C3O)C(=O)C5=CC=CC=C5C4=O)O)(C(=O)C)O)N)O. Cell line: SK-OV-3. Synergy scores: CSS=26.7, Synergy_ZIP=5.35, Synergy_Bliss=1.54, Synergy_Loewe=-10.8, Synergy_HSA=-0.156. (3) Drug 1: CC12CCC3C(C1CCC2=O)CC(=C)C4=CC(=O)C=CC34C. Drug 2: CCN(CC)CCCC(C)NC1=C2C=C(C=CC2=NC3=C1C=CC(=C3)Cl)OC. Cell line: OVCAR3. Synergy scores: CSS=54.0, Synergy_ZIP=-2.01, Synergy_Bliss=1.12, Synergy_Loewe=-34.1, Synergy_HSA=0.0664. (4) Drug 1: CCN(CC)CCNC(=O)C1=C(NC(=C1C)C=C2C3=C(C=CC(=C3)F)NC2=O)C. Drug 2: CCCCC(=O)OCC(=O)C1(CC(C2=C(C1)C(=C3C(=C2O)C(=O)C4=C(C3=O)C=CC=C4OC)O)OC5CC(C(C(O5)C)O)NC(=O)C(F)(F)F)O. Cell line: M14. Synergy scores: CSS=36.6, Synergy_ZIP=12.4, Synergy_Bliss=14.1, Synergy_Loewe=15.0, Synergy_HSA=11.7. (5) Drug 1: CCCS(=O)(=O)NC1=C(C(=C(C=C1)F)C(=O)C2=CNC3=C2C=C(C=N3)C4=CC=C(C=C4)Cl)F. Drug 2: B(C(CC(C)C)NC(=O)C(CC1=CC=CC=C1)NC(=O)C2=NC=CN=C2)(O)O. Cell line: CAKI-1. Synergy scores: CSS=-7.36, Synergy_ZIP=-2.92, Synergy_Bliss=-12.6, Synergy_Loewe=-9.76, Synergy_HSA=-11.7. (6) Drug 1: C1=CC(=CC=C1CCC2=CNC3=C2C(=O)NC(=N3)N)C(=O)NC(CCC(=O)O)C(=O)O. Drug 2: C1=C(C(=O)NC(=O)N1)F. Cell line: SNB-19. Synergy scores: CSS=39.2, Synergy_ZIP=-10.1, Synergy_Bliss=-6.55, Synergy_Loewe=-0.955, Synergy_HSA=0.976.